This data is from Forward reaction prediction with 1.9M reactions from USPTO patents (1976-2016). The task is: Predict the product of the given reaction. (1) Given the reactants [CH2:1]([O:3][C:4]([C:6]1[C:10]([Br:11])=[C:9]([C:12]2[CH:17]=[CH:16][C:15]([F:18])=[CH:14][CH:13]=2)[N:8]([C:19]2[CH:24]=[CH:23][CH:22]=[CH:21][CH:20]=2)[C:7]=1[CH2:25]Br)=[O:5])[CH3:2].[CH2:27]([O:29][C:30](=[O:40])[CH2:31][NH:32][C:33]([O:35][C:36]([CH3:39])([CH3:38])[CH3:37])=[O:34])[CH3:28], predict the reaction product. The product is: [CH2:1]([O:3][C:4]([C:6]1[C:10]([Br:11])=[C:9]([C:12]2[CH:13]=[CH:14][C:15]([F:18])=[CH:16][CH:17]=2)[N:8]([C:19]2[CH:24]=[CH:23][CH:22]=[CH:21][CH:20]=2)[C:7]=1[CH2:25][N:32]([C:33]([O:35][C:36]([CH3:37])([CH3:39])[CH3:38])=[O:34])[CH2:31][C:30]([O:29][CH2:27][CH3:28])=[O:40])=[O:5])[CH3:2]. (2) Given the reactants [CH:1]1([S:4]([C:7]2[CH:12]=[CH:11][C:10]([CH:13]([CH2:18][CH:19]3[CH2:24][CH2:23][O:22][CH2:21][CH2:20]3)[C:14](=[O:17])[CH:15]=[CH2:16])=[CH:9][CH:8]=2)(=[O:6])=[O:5])[CH2:3][CH2:2]1.[O:25]1[CH2:29][CH2:28][O:27][CH:26]1[C:30]1[CH:31]=[CH:32][C:33]([CH:36]=[O:37])=[N:34][CH:35]=1.C(N(CC)CC)C, predict the reaction product. The product is: [CH:1]1([S:4]([C:7]2[CH:8]=[CH:9][C:10]([CH:13]([CH2:18][CH:19]3[CH2:24][CH2:23][O:22][CH2:21][CH2:20]3)[C:14](=[O:17])[CH2:15][CH2:16][C:36]([C:33]3[CH:32]=[CH:31][C:30]([CH:26]4[O:27][CH2:28][CH2:29][O:25]4)=[CH:35][N:34]=3)=[O:37])=[CH:11][CH:12]=2)(=[O:6])=[O:5])[CH2:3][CH2:2]1.